This data is from Reaction yield outcomes from USPTO patents with 853,638 reactions. The task is: Predict the reaction yield, written as a fraction of the theoretical maximum amount of product (1.0 means a 100% yield; for example, 0.34 means a 34% yield). (1) The reactants are [OH:1][C@@H:2]1[C@@H:7]([NH:8][CH2:9][CH2:10][C:11]2[CH:16]=[CH:15][CH:14]=[CH:13][CH:12]=2)[C:6]2[CH:17]=[CH:18][C:19]([NH:21][S:22]([CH3:25])(=[O:24])=[O:23])=[CH:20][C:5]=2[O:4][C:3]1([CH3:27])[CH3:26].[C:28]([OH:35])(=[O:34])/[CH:29]=[CH:30]\[C:31]([OH:33])=[O:32]. The catalyst is C(O)C. The product is [C:28]([OH:35])(=[O:34])/[CH:29]=[CH:30]\[C:31]([OH:33])=[O:32].[OH:1][C@@H:2]1[C@@H:7]([NH:8][CH2:9][CH2:10][C:11]2[CH:12]=[CH:13][CH:14]=[CH:15][CH:16]=2)[C:6]2[CH:17]=[CH:18][C:19]([NH:21][S:22]([CH3:25])(=[O:24])=[O:23])=[CH:20][C:5]=2[O:4][C:3]1([CH3:27])[CH3:26]. The yield is 0.850. (2) The reactants are [CH3:1][O:2][C:3]1[C:8]([O:9][CH3:10])=[CH:7][CH:6]=[CH:5][C:4]=1[CH2:11][CH2:12][CH2:13][C:14]([OH:16])=O. The catalyst is C(O)C. The product is [CH3:1][O:2][C:3]1[C:8]([O:9][CH3:10])=[CH:7][CH:6]=[C:5]2[C:4]=1[CH2:11][CH2:12][CH2:13][C:14]2=[O:16]. The yield is 0.850. (3) The yield is 0.450. No catalyst specified. The product is [CH2:57]([O:1][C:2]1[C:7]2[C@@:8]3([OH:45])[C@@:21]([O:25][CH3:26])([C@H:22]([OH:24])[CH2:23][C:6]=2[CH:5]=[C:4]([CH3:46])[C:3]=1[C:47]([O:49][CH3:50])=[O:48])[C:20](=[O:27])[C:19]1[C:10](=[CH:11][C:12]2[C:13](=[O:43])[C:14]([NH:30][C@@H:31]4[C@H:36]([O:37][CH3:38])[C@H:35]([OH:39])[C@@H:34]([O:40][CH3:41])[C@H:33]([CH3:42])[O:32]4)=[CH:15][C:16](=[O:29])[C:17]=2[C:18]=1[OH:28])[C:9]3=[O:44])[C:58]1[CH:63]=[CH:62][CH:61]=[CH:60][CH:59]=1. The reactants are [OH:1][C:2]1[C:7]2[C@@:8]3([OH:45])[C@@:21]([O:25][CH3:26])([C@H:22]([OH:24])[CH2:23][C:6]=2[CH:5]=[C:4]([CH3:46])[C:3]=1[C:47]([O:49][CH3:50])=[O:48])[C:20](=[O:27])[C:19]1[C:10](=[CH:11][C:12]2[C:13](=[O:43])[C:14]([NH:30][C@@H:31]4[C@H:36]([O:37][CH3:38])[C@H:35]([OH:39])[C@@H:34]([O:40][CH3:41])[C@H:33]([CH3:42])[O:32]4)=[CH:15][C:16](=[O:29])[C:17]=2[C:18]=1[OH:28])[C:9]3=[O:44].C(=O)([O-])[O-].[K+].[K+].[CH2:57](Br)[C:58]1[CH:63]=[CH:62][CH:61]=[CH:60][CH:59]=1. (4) The reactants are C[O:2][C:3](=[O:29])[CH2:4][CH2:5][CH2:6][CH2:7][NH:8][C:9](=[O:28])[C:10]1[CH:15]=[CH:14][CH:13]=[C:12]([CH:16]=[C:17]2[C:25]3[C:20](=[CH:21][CH:22]=[C:23]([F:26])[CH:24]=3)[NH:19][C:18]2=[O:27])[CH:11]=1.CO.[Li+].[OH-].Cl. The catalyst is O. The product is [F:26][C:23]1[CH:24]=[C:25]2[C:20](=[CH:21][CH:22]=1)[NH:19][C:18](=[O:27])[C:17]2=[CH:16][C:12]1[CH:11]=[C:10]([CH:15]=[CH:14][CH:13]=1)[C:9]([NH:8][CH2:7][CH2:6][CH2:5][CH2:4][C:3]([OH:29])=[O:2])=[O:28]. The yield is 0.770. (5) The reactants are [CH2:1]([O:3][C:4](=[O:24])[C:5](=O)[CH2:6][C:7](=O)[C:8]1[CH:12]=[CH:11][N:10]([S:13]([C:16]2[CH:21]=[CH:20][CH:19]=[CH:18][CH:17]=2)(=[O:15])=[O:14])[CH:9]=1)[CH3:2].[NH:25]([C:27]1[CH:28]=[CH:29][C:30]([CH3:33])=[N:31][CH:32]=1)[NH2:26].Cl. The catalyst is C(O)C. The product is [CH2:1]([O:3][C:4]([C:5]1[CH:6]=[C:7]([C:8]2[CH:12]=[CH:11][N:10]([S:13]([C:16]3[CH:21]=[CH:20][CH:19]=[CH:18][CH:17]=3)(=[O:15])=[O:14])[CH:9]=2)[N:25]([C:27]2[CH:32]=[N:31][C:30]([CH3:33])=[CH:29][CH:28]=2)[N:26]=1)=[O:24])[CH3:2]. The yield is 0.500.